This data is from Full USPTO retrosynthesis dataset with 1.9M reactions from patents (1976-2016). The task is: Predict the reactants needed to synthesize the given product. (1) Given the product [Cl:1][C:2]1[C:3]([F:11])=[C:4]([CH:8]=[C:9]([S:13]([NH:25][CH2:23][CH3:24])(=[O:16])=[O:14])[CH:10]=1)[C:5]([OH:7])=[O:6], predict the reactants needed to synthesize it. The reactants are: [Cl:1][C:2]1[C:3]([F:11])=[C:4]([CH:8]=[CH:9][CH:10]=1)[C:5]([OH:7])=[O:6].Cl[S:13]([OH:16])(=O)=[O:14].C(OCC)(=O)C.[CH2:23]([NH2:25])[CH3:24]. (2) Given the product [C:23]([O:26][C@@H:27]([CH3:31])[C:28]([N:6]1[CH2:7][C@H:3]([OH:2])[CH2:4][C@H:5]1[C:8](=[O:9])[NH:10][CH2:11][C:12]1[CH:13]=[CH:14][C:15]([C:18]2[O:22][CH:21]=[N:20][CH:19]=2)=[CH:16][CH:17]=1)=[O:29])(=[O:25])[CH3:24], predict the reactants needed to synthesize it. The reactants are: Cl.[OH:2][C@H:3]1[CH2:7][NH:6][C@H:5]([C:8]([NH:10][CH2:11][C:12]2[CH:17]=[CH:16][C:15]([C:18]3[O:22][CH:21]=[N:20][CH:19]=3)=[CH:14][CH:13]=2)=[O:9])[CH2:4]1.[C:23]([O:26][C@@H:27]([CH3:31])[C:28](O)=[O:29])(=[O:25])[CH3:24].CCN(C(C)C)C(C)C.CN(C(ON1N=NC2C=CC=NC1=2)=[N+](C)C)C.F[P-](F)(F)(F)(F)F. (3) The reactants are: Cl[C:2]1[C:6]2[CH:7]=[CH:8][C:9]([O:11][CH2:12][C:13]3[CH:18]=[CH:17][C:16]([Cl:19])=[CH:15][C:14]=3[Cl:20])=[CH:10][C:5]=2[S:4][C:3]=1[C:21]([NH2:23])=[O:22].C1CCN2C(=NCCC2)CC1.C(N)(=[S:37])C. Given the product [Cl:20][C:14]1[CH:15]=[C:16]([Cl:19])[CH:17]=[CH:18][C:13]=1[CH2:12][O:11][C:9]1[CH:8]=[CH:7][C:6]2[C:2]([SH:37])=[C:3]([C:21]([NH2:23])=[O:22])[S:4][C:5]=2[CH:10]=1, predict the reactants needed to synthesize it.